The task is: Regression. Given a peptide amino acid sequence and an MHC pseudo amino acid sequence, predict their binding affinity value. This is MHC class I binding data.. This data is from Peptide-MHC class I binding affinity with 185,985 pairs from IEDB/IMGT. (1) The peptide sequence is SEINNLNLT. The MHC is HLA-B27:05 with pseudo-sequence HLA-B27:05. The binding affinity (normalized) is 0.0847. (2) The peptide sequence is FKWGKKIIL. The MHC is HLA-B39:01 with pseudo-sequence HLA-B39:01. The binding affinity (normalized) is 0.763. (3) The peptide sequence is TPFDVEDTF. The MHC is Mamu-B17 with pseudo-sequence Mamu-B17. The binding affinity (normalized) is 0.274.